From a dataset of Reaction yield outcomes from USPTO patents with 853,638 reactions. Predict the reaction yield, written as a fraction of the theoretical maximum amount of product (1.0 means a 100% yield; for example, 0.34 means a 34% yield). The reactants are Cl[C:2]1[CH:3]=[CH:4][N:5]2[C:10]([CH:11]=1)=[CH:9][CH:8]=[C:7]([C:12]([O:14][CH2:15][CH3:16])=[O:13])[C:6]2=[O:17].[CH3:18][O:19][C:20]1[CH:25]=[CH:24][C:23](B(O)O)=[CH:22][CH:21]=1.[F-].[Cs+].CN(C=O)C. The catalyst is O.C(OCC)(=O)C. The product is [CH3:18][O:19][C:20]1[CH:25]=[CH:24][C:23]([C:2]2[CH:3]=[CH:4][N:5]3[C:10]([CH:11]=2)=[CH:9][CH:8]=[C:7]([C:12]([O:14][CH2:15][CH3:16])=[O:13])[C:6]3=[O:17])=[CH:22][CH:21]=1. The yield is 0.500.